This data is from CYP2D6 inhibition data for predicting drug metabolism from PubChem BioAssay. The task is: Regression/Classification. Given a drug SMILES string, predict its absorption, distribution, metabolism, or excretion properties. Task type varies by dataset: regression for continuous measurements (e.g., permeability, clearance, half-life) or binary classification for categorical outcomes (e.g., BBB penetration, CYP inhibition). Dataset: cyp2d6_veith. (1) The molecule is CC(=O)c1ccc(S(=O)(=O)NC(=O)NC2CCCCC2)cc1. The result is 0 (non-inhibitor). (2) The compound is CCOc1ccc(C(=O)Nc2ccc(Cl)cn2)cc1Cl. The result is 1 (inhibitor).